This data is from Full USPTO retrosynthesis dataset with 1.9M reactions from patents (1976-2016). The task is: Predict the reactants needed to synthesize the given product. Given the product [ClH:46].[N:47]12[CH2:52][CH2:51][CH:50]([CH2:53][CH2:54]1)[C@H:49]([NH:55][C:56]([C:58]1[S:59][C:60]3[C:66]([C:7]4[CH:8]=[CH:9][C:10]([C:13]([N:15]5[CH2:16][CH2:17][O:18][CH2:19][CH2:20]5)=[O:14])=[CH:11][CH:12]=4)=[CH:65][CH:64]=[CH:63][C:61]=3[CH:62]=1)=[O:57])[CH2:48]2, predict the reactants needed to synthesize it. The reactants are: FC(F)(F)S(O[C:7]1[CH:12]=[CH:11][C:10]([C:13]([N:15]2[CH2:20][CH2:19][O:18][CH2:17][CH2:16]2)=[O:14])=[CH:9][CH:8]=1)(=O)=O.B1(B2OC(C)(C)C(C)(C)O2)OC(C)(C)C(C)(C)O1.C([O-])(=O)C.[K+].[ClH:46].[N:47]12[CH2:54][CH2:53][CH:50]([CH2:51][CH2:52]1)[C@H:49]([NH:55][C:56]([C:58]1[S:59][C:60]3[C:66](Br)=[CH:65][CH:64]=[CH:63][C:61]=3[CH:62]=1)=[O:57])[CH2:48]2.C(=O)([O-])[O-].[Na+].[Na+].